From a dataset of Catalyst prediction with 721,799 reactions and 888 catalyst types from USPTO. Predict which catalyst facilitates the given reaction. (1) Reactant: [CH3:1][O:2][C:3]1[CH:8]=[CH:7][C:6]([C:9]2[CH:14]=[CH:13][C:12]([S:15]([NH:18][CH:19]([CH:24]3[CH2:29][CH2:28][CH2:27][CH:26]([N:30]([CH3:34])[C:31](=[O:33])[CH3:32])[CH2:25]3)[C:20]([O:22]C)=[O:21])(=[O:17])=[O:16])=[CH:11][CH:10]=2)=[CH:5][CH:4]=1.CN.C(Cl)(=O)C. Product: [CH3:1][O:2][C:3]1[CH:8]=[CH:7][C:6]([C:9]2[CH:10]=[CH:11][C:12]([S:15]([NH:18][CH:19]([CH:24]3[CH2:29][CH2:28][CH2:27][CH:26]([N:30]([CH3:34])[C:31](=[O:33])[CH3:32])[CH2:25]3)[C:20]([OH:22])=[O:21])(=[O:17])=[O:16])=[CH:13][CH:14]=2)=[CH:5][CH:4]=1. The catalyst class is: 424. (2) Product: [CH3:1][C:2]1[N:3]([C:7]2[CH:8]=[CH:9][C:10]([NH:13][C:14]3[N:15]=[C:16]([NH:31][CH2:32][C@H:33]4[CH2:37][CH2:36][CH2:35][O:34]4)[C:17]4[CH2:23][NH:22][CH2:21][CH2:20][C:18]=4[N:19]=3)=[CH:11][CH:12]=2)[CH:4]=[CH:5][N:6]=1. Reactant: [CH3:1][C:2]1[N:3]([C:7]2[CH:12]=[CH:11][C:10]([NH:13][C:14]3[N:15]=[C:16]([NH:31][CH2:32][C@H:33]4[CH2:37][CH2:36][CH2:35][O:34]4)[C:17]4[CH2:23][N:22](C(OC(C)(C)C)=O)[CH2:21][CH2:20][C:18]=4[N:19]=3)=[CH:9][CH:8]=2)[CH:4]=[CH:5][N:6]=1.Cl. The catalyst class is: 5. (3) Reactant: Cl.[Cl:2][C:3]1[CH:8]=[CH:7][CH:6]=[C:5]([F:9])[C:4]=1[CH2:10][C:11]([NH:13][C:14]1[S:15][CH:16]=[C:17]([CH:19]2[CH2:24][CH2:23][NH:22][CH2:21][CH2:20]2)[N:18]=1)=[O:12].C(N(C(C)C)C(C)C)C.[CH3:34][C:35]1[N:39]([CH2:40][C:41](O)=[O:42])[N:38]=[C:37]([C:44]([F:47])([F:46])[F:45])[CH:36]=1.F[P-](F)(F)(F)(F)F.N1(O[P+](N(C)C)(N(C)C)N(C)C)C2C=CC=CC=2N=N1. Product: [Cl:2][C:3]1[CH:8]=[CH:7][CH:6]=[C:5]([F:9])[C:4]=1[CH2:10][C:11]([NH:13][C:14]1[S:15][CH:16]=[C:17]([CH:19]2[CH2:24][CH2:23][N:22]([C:41](=[O:42])[CH2:40][N:39]3[C:35]([CH3:34])=[CH:36][C:37]([C:44]([F:47])([F:46])[F:45])=[N:38]3)[CH2:21][CH2:20]2)[N:18]=1)=[O:12]. The catalyst class is: 9. (4) Reactant: N1[N:5]2[C:6](=[O:14])[C:7]3[N:8]([N:11]=[CH:12][CH:13]=3)[C:9](=[O:10])[C:4]2=[CH:3][CH:2]=1.[F:15][C:16]1([F:26])OC2[C:18](=[C:19](C=CC=2)N)[O:17]1. Product: [F:15][C:16]1([F:26])[O:17][C:18]2[C:9](=[C:4]([NH:5][C:6]([C:7]3[CH:13]=[CH:12][NH:11][N:8]=3)=[O:14])[CH:3]=[CH:2][CH:19]=2)[O:10]1. The catalyst class is: 241.